Dataset: Catalyst prediction with 721,799 reactions and 888 catalyst types from USPTO. Task: Predict which catalyst facilitates the given reaction. Reactant: [CH3:1][C:2]1([CH3:18])[O:6][B:5]([C:7]2[CH:15]=[CH:14][C:10]([C:11]([OH:13])=O)=[CH:9][CH:8]=2)[O:4][C:3]1([CH3:17])[CH3:16].[NH2:19][C@@H:20]([CH:28]([CH3:30])[CH3:29])[C:21]([O:23][C:24]([CH3:27])([CH3:26])[CH3:25])=[O:22].CN(C(ON1N=NC2C=CC=NC1=2)=[N+](C)C)C.F[P-](F)(F)(F)(F)F.CCN(C(C)C)C(C)C. Product: [CH3:29][CH:28]([CH3:30])[C@H:20]([NH:19][C:11](=[O:13])[C:10]1[CH:9]=[CH:8][C:7]([B:5]2[O:4][C:3]([CH3:17])([CH3:16])[C:2]([CH3:1])([CH3:18])[O:6]2)=[CH:15][CH:14]=1)[C:21]([O:23][C:24]([CH3:27])([CH3:26])[CH3:25])=[O:22]. The catalyst class is: 3.